Dataset: Full USPTO retrosynthesis dataset with 1.9M reactions from patents (1976-2016). Task: Predict the reactants needed to synthesize the given product. (1) Given the product [F:1][C:2]([F:33])([C:17]([F:31])([F:32])[C:18]([F:29])([F:30])[C:19]([F:27])([F:28])[C:20]([F:25])([F:26])[C:21]([F:23])([F:24])[F:22])[CH2:3][CH2:4][O:5][CH2:6][CH2:7][CH2:8][CH2:9][CH2:10][CH2:11][CH2:12][CH2:13][CH2:14][CH2:15][CH2:16][S:36][C:61](=[O:64])[CH3:62], predict the reactants needed to synthesize it. The reactants are: [F:1][C:2]([F:33])([C:17]([F:32])([F:31])[C:18]([F:30])([F:29])[C:19]([F:28])([F:27])[C:20]([F:26])([F:25])[C:21]([F:24])([F:23])[F:22])[CH2:3][CH2:4][O:5][CH2:6][CH2:7][CH2:8][CH2:9][CH2:10][CH2:11][CH2:12][CH2:13][CH2:14][CH:15]=[CH2:16].CO.[S:36]1C=CC=C1CC(O)=O.Cl.Cl.N(C(C)(C)C(N)=N)=NC(C)(C)C(N)=N.[C:61]([O:64]CC)(=O)[CH3:62].CCCCCC. (2) Given the product [CH3:1][CH:2]1[CH2:6][CH2:5][CH2:4][N:3]1[CH2:7][CH2:8][CH2:9][O:10][C:11]1[CH:12]=[CH:13][C:14]([C:27]2[S:28][C:29]3[C:35](=[O:36])[CH2:34][CH2:33][CH2:32][C:30]=3[N:31]=2)=[CH:15][CH:16]=1, predict the reactants needed to synthesize it. The reactants are: [CH3:1][CH:2]1[CH2:6][CH2:5][CH2:4][N:3]1[CH2:7][CH2:8][CH2:9][O:10][C:11]1[CH:16]=[CH:15][C:14](B2OC(C)(C)C(C)(C)O2)=[CH:13][CH:12]=1.Cl[C:27]1[S:28][C:29]2[C:35](=[O:36])[CH2:34][CH2:33][CH2:32][C:30]=2[N:31]=1.C([O-])(=O)C.[K+].O. (3) Given the product [Cl:17][C:18]1[CH:19]=[C:20]([NH:21][C:2]2[CH:11]=[CH:10][N:9]=[C:8]3[C:3]=2[C:4]2[CH:16]=[CH:15][CH:14]=[CH:13][C:5]=2[C:6](=[O:12])[NH:7]3)[CH:22]=[CH:23][CH:24]=1, predict the reactants needed to synthesize it. The reactants are: Cl[C:2]1[CH:11]=[CH:10][N:9]=[C:8]2[C:3]=1[C:4]1[CH:16]=[CH:15][CH:14]=[CH:13][C:5]=1[C:6](=[O:12])[NH:7]2.[Cl:17][C:18]1[CH:19]=[C:20]([CH:22]=[CH:23][CH:24]=1)[NH2:21]. (4) Given the product [Cl:36][C:33]1[CH:34]=[CH:35][C:30]([C:10]2([CH2:19][CH2:20][C:21]([N:23]3[CH:27]([CH3:28])[CH2:26][CH2:25][CH:24]3[CH3:29])=[O:22])[C:9]3[C:13](=[CH:14][CH:15]=[C:7]([CH3:39])[CH:8]=3)[C:12]3=[N:16][CH:17]=[CH:18][N:11]23)=[CH:31][CH:32]=1, predict the reactants needed to synthesize it. The reactants are: FC(F)(F)S(O[C:7]1[CH:8]=[C:9]2[C:13](=[CH:14][CH:15]=1)[C:12]1=[N:16][CH:17]=[CH:18][N:11]1[C:10]2([C:30]1[CH:35]=[CH:34][C:33]([Cl:36])=[CH:32][CH:31]=1)[CH2:19][CH2:20][C:21]([N:23]1[CH:27]([CH3:28])[CH2:26][CH2:25][CH:24]1[CH3:29])=[O:22])(=O)=O.[CH3:39]B(O)O.C([O-])([O-])=O.[K+].[K+].O. (5) Given the product [CH2:13]([C:17]1[N:18]=[C:19]([CH3:47])[N:20]([C:39]2[CH:40]=[C:41]([Cl:46])[CH:42]=[C:43]([Cl:45])[CH:44]=2)[C:21](=[O:38])[C:22]=1[CH2:23][C:24]1[CH:25]=[CH:26][C:27]([C:30]2[CH:35]=[CH:34][CH:33]=[CH:32][C:31]=2[C:36]2[NH:3][C:4](=[O:7])[O:5][N:37]=2)=[CH:28][CH:29]=1)[CH2:14][CH2:15][CH3:16], predict the reactants needed to synthesize it. The reactants are: [Cl-].O[NH3+:3].[C:4](=[O:7])([O-])[OH:5].[Na+].CS(C)=O.[CH2:13]([C:17]1[N:18]=[C:19]([CH3:47])[N:20]([C:39]2[CH:44]=[C:43]([Cl:45])[CH:42]=[C:41]([Cl:46])[CH:40]=2)[C:21](=[O:38])[C:22]=1[CH2:23][C:24]1[CH:29]=[CH:28][C:27]([C:30]2[C:31]([C:36]#[N:37])=[CH:32][CH:33]=[CH:34][CH:35]=2)=[CH:26][CH:25]=1)[CH2:14][CH2:15][CH3:16]. (6) Given the product [CH3:18][C:6]1[N:5]=[C:4]2[S:19][C:20]3[CH2:25][CH2:24][CH2:23][CH2:22][C:21]=3[C:3]2=[C:2]([C:34]2[CH:33]=[N:32][CH:37]=[CH:36][CH:35]=2)[C:7]=1[CH:8]([O:13][C:14]([CH3:17])([CH3:16])[CH3:15])[C:9]([O:11][CH3:12])=[O:10], predict the reactants needed to synthesize it. The reactants are: Cl[C:2]1[C:7]([CH:8]([O:13][C:14]([CH3:17])([CH3:16])[CH3:15])[C:9]([O:11][CH3:12])=[O:10])=[C:6]([CH3:18])[N:5]=[C:4]2[S:19][C:20]3[CH2:25][CH2:24][CH2:23][CH2:22][C:21]=3[C:3]=12.C(=O)([O-])[O-].[K+].[K+].[N:32]1[CH:37]=[CH:36][CH:35]=[C:34](B(O)O)[CH:33]=1.C(OCC)(=O)C.